This data is from NCI-60 drug combinations with 297,098 pairs across 59 cell lines. The task is: Regression. Given two drug SMILES strings and cell line genomic features, predict the synergy score measuring deviation from expected non-interaction effect. (1) Drug 1: C1=NC2=C(N=C(N=C2N1C3C(C(C(O3)CO)O)O)F)N. Drug 2: CC12CCC3C(C1CCC2O)C(CC4=C3C=CC(=C4)O)CCCCCCCCCS(=O)CCCC(C(F)(F)F)(F)F. Cell line: SK-MEL-5. Synergy scores: CSS=4.73, Synergy_ZIP=-4.41, Synergy_Bliss=-4.04, Synergy_Loewe=-2.79, Synergy_HSA=-2.61. (2) Drug 1: CC1=C2C(C(=O)C3(C(CC4C(C3C(C(C2(C)C)(CC1OC(=O)C(C(C5=CC=CC=C5)NC(=O)OC(C)(C)C)O)O)OC(=O)C6=CC=CC=C6)(CO4)OC(=O)C)O)C)O. Drug 2: CC1C(C(CC(O1)OC2CC(CC3=C2C(=C4C(=C3O)C(=O)C5=CC=CC=C5C4=O)O)(C(=O)C)O)N)O. Cell line: PC-3. Synergy scores: CSS=54.6, Synergy_ZIP=-9.15, Synergy_Bliss=-7.48, Synergy_Loewe=-2.35, Synergy_HSA=-1.17.